From a dataset of Reaction yield outcomes from USPTO patents with 853,638 reactions. Predict the reaction yield, written as a fraction of the theoretical maximum amount of product (1.0 means a 100% yield; for example, 0.34 means a 34% yield). (1) The product is [CH3:28][O:29][C:30]1[CH:35]=[CH:34][C:33]([C:36]2[CH:41]=[CH:40][N:39]=[C:38]3[NH:42][C:43]([C:45]4[CH:46]=[CH:47][C:48]([C:49]([N:58]5[CH2:59][CH2:60][CH:56]([N:55]([CH3:61])[CH3:54])[CH2:57]5)=[O:50])=[CH:52][CH:53]=4)=[N:44][C:37]=23)=[CH:32][CH:31]=1. The catalyst is CN(C=O)C. The yield is 0.210. The reactants are C(N(CC)CC)C.[B-](F)(F)(F)F.CN(C(ON1C(=O)CCC1=O)=[N+](C)C)C.[CH3:28][O:29][C:30]1[CH:35]=[CH:34][C:33]([C:36]2[CH:41]=[CH:40][N:39]=[C:38]3[NH:42][C:43]([C:45]4[CH:53]=[CH:52][C:48]([C:49](O)=[O:50])=[CH:47][CH:46]=4)=[N:44][C:37]=23)=[CH:32][CH:31]=1.[CH3:54][N:55]([CH3:61])[CH:56]1[CH2:60][CH2:59][NH:58][CH2:57]1. (2) The reactants are [CH3:1][C:2]1[C:7]([CH3:8])=[C:6]([CH2:9][C:10]2[CH:11]=[N:12][CH:13]=[CH:14][CH:15]=2)[N:5]=[N:4][C:3]=1[N:16]1[CH2:21][CH2:20][NH:19][C@H:18]([CH3:22])[CH2:17]1.[CH3:23][O:24][C:25]([C:27]1[CH:32]=[N:31][C:30](Cl)=[CH:29][N:28]=1)=[O:26].C(N(CC)CC)C. The catalyst is CN1C(=O)CCC1. The product is [CH3:23][O:24][C:25]([C:27]1[N:28]=[CH:29][C:30]([N:19]2[CH2:20][CH2:21][N:16]([C:3]3[N:4]=[N:5][C:6]([CH2:9][C:10]4[CH:11]=[N:12][CH:13]=[CH:14][CH:15]=4)=[C:7]([CH3:8])[C:2]=3[CH3:1])[CH2:17][C@H:18]2[CH3:22])=[N:31][CH:32]=1)=[O:26]. The yield is 0.0600. (3) The reactants are F[C:2]1[CH:7]=[CH:6][C:5]([O:8][CH2:9][CH2:10][CH2:11][O:12][CH:13]2[CH2:18][CH2:17][CH2:16][CH2:15][O:14]2)=[CH:4][N:3]=1.CC(C)([O-])C.[K+].CN(C)C(=O)C.[CH3:31][N:32]1[CH:36]=[CH:35][C:34]([NH:37][C:38]2[C:47]3[C:42](=[CH:43][CH:44]=[C:45]([OH:48])[CH:46]=3)[N:41]=[CH:40][N:39]=2)=[N:33]1. The catalyst is O. The product is [CH3:31][N:32]1[CH:36]=[CH:35][C:34]([NH:37][C:38]2[C:47]3[C:42](=[CH:43][CH:44]=[C:45]([O:48][C:2]4[CH:7]=[CH:6][C:5]([O:8][CH2:9][CH2:10][CH2:11][O:12][CH:13]5[CH2:18][CH2:17][CH2:16][CH2:15][O:14]5)=[CH:4][N:3]=4)[CH:46]=3)[N:41]=[CH:40][N:39]=2)=[N:33]1. The yield is 0.970.